This data is from Experimentally validated miRNA-target interactions with 360,000+ pairs, plus equal number of negative samples. The task is: Binary Classification. Given a miRNA mature sequence and a target amino acid sequence, predict their likelihood of interaction. (1) The miRNA is rno-miR-500-3p with sequence AAUGCACCUGGGCAAGGGUUCA. The protein sequence of the target gene is MQYSHHCEHLLERLNKQREAGFLCDCTIVIGEFQFKAHRNVLASFSEYFGAIYRSTSENNVFLDQSQVKADGFQKLLEFIYTGTLNLDSWNVKEIHQAADYLKVEEVVTKCKIKMEDFAFIANPSSTEISSITGNIELNQQTCLLTLRDYNNREKSEVSTDLIQANPKQGALAKKSSQTKKKKKAFNSPKTGQNKTVQYPSDILENASVELFLDANKLPTPVVEQVAQINDNSELELTSVVENTFPAQDIVHTVTVKRKRGKSQPNCALKEHSMSNIASVKSPYEAENSGEELDQRYSKA.... Result: 0 (no interaction). (2) The miRNA is mmu-miR-10a-5p with sequence UACCCUGUAGAUCCGAAUUUGUG. Result: 0 (no interaction). The protein sequence of the target gene is MRQGHAPEESEPGCEAPCAGPCHAQRVLQALNAYRRSGTLTDVVLRAGGRDFPCHRAALSAGSAYFRSLFAAGRPERGPAVVPVVPVAPEAPGTSPAGAAAALAVVLDYVYGAGVRLRAEDEAAAVLALAERLGVAGLREACVRFLEGRLRAANSLALRRVAAAFSLAPLAERCGRVLRQAFAEVARHADFLELAPDEVVALLADPALGVAREEAVFEAAMRWVRHDAPARRGQLRRLLEHVRLPLLAPAYFLEKVEADELLQACGECRPLLLEARACFILGREAGALRTRPRRFMDLAE....